The task is: Predict the reaction yield, written as a fraction of the theoretical maximum amount of product (1.0 means a 100% yield; for example, 0.34 means a 34% yield).. This data is from Reaction yield outcomes from USPTO patents with 853,638 reactions. (1) The reactants are [CH2:1]([P:3]([CH2:6][CH2:7][CH2:8][OH:9])(=[O:5])[OH:4])[CH3:2].[CH2:10](O)[CH2:11][CH2:12][CH3:13].O. The catalyst is C1(C)C=CC=CC=1. The product is [CH2:1]([P:3]([CH2:6][CH2:7][CH2:8][OH:9])(=[O:4])[O:5][CH2:10][CH2:11][CH2:12][CH3:13])[CH3:2]. The yield is 0.840. (2) The reactants are [CH3:1][O:2][C:3](=[O:19])[CH2:4][C:5]1[C:14]([F:15])=[C:13]([OH:16])[C:12]2[C:7](=[CH:8][CH:9]=[C:10]([F:17])[CH:11]=2)[C:6]=1Br. The catalyst is CO.[Pd]. The product is [CH3:1][O:2][C:3](=[O:19])[CH2:4][C:5]1[C:14]([F:15])=[C:13]([OH:16])[C:12]2[C:7](=[CH:8][CH:9]=[C:10]([F:17])[CH:11]=2)[CH:6]=1. The yield is 0.650. (3) The reactants are O[CH2:2][CH:3]1[O:8][CH2:7][CH2:6][N:5]([C:9]([O:11][C:12]([CH3:15])([CH3:14])[CH3:13])=[O:10])[CH2:4]1.C1(P(C2C=CC=CC=2)C2C=CC=CC=2)C=CC=CC=1.[Cl:35]CC1CCN(C(OC(C)(C)C)=O)CC1. The catalyst is C(Cl)(Cl)(Cl)Cl. The product is [Cl:35][CH2:2][CH:3]1[O:8][CH2:7][CH2:6][N:5]([C:9]([O:11][C:12]([CH3:15])([CH3:14])[CH3:13])=[O:10])[CH2:4]1. The yield is 1.00. (4) The reactants are [C:1]([C:3]1[CH:4]=[C:5]([C:13]2[O:17][N:16]=[C:15]([C:18]3[CH:26]=[CH:25][CH:24]=[C:23]4[C:19]=3[CH2:20][CH2:21][C@H:22]4[N:27]3[CH2:30][C:29](C(OCC)=O)([C:31]([O:33]CC)=[O:32])[CH2:28]3)[N:14]=2)[CH:6]=[CH:7][C:8]=1[O:9][CH:10]([CH3:12])[CH3:11])#[N:2]. The catalyst is CO.[OH-].[Na+]. The product is [C:1]([C:3]1[CH:4]=[C:5]([C:13]2[O:17][N:16]=[C:15]([C:18]3[CH:26]=[CH:25][CH:24]=[C:23]4[C:19]=3[CH2:20][CH2:21][C@H:22]4[N:27]3[CH2:30][CH:29]([C:31]([OH:33])=[O:32])[CH2:28]3)[N:14]=2)[CH:6]=[CH:7][C:8]=1[O:9][CH:10]([CH3:12])[CH3:11])#[N:2]. The yield is 0.330. (5) The reactants are C(OC(=O)[NH:7][C:8]1[CH:9]=[N:10][C:11]([Cl:15])=[CH:12][C:13]=1[I:14])(C)(C)C.Cl.O1CCOCC1. The product is [Cl:15][C:11]1[N:10]=[CH:9][C:8]([NH2:7])=[C:13]([I:14])[CH:12]=1. The yield is 1.00. The catalyst is C(Cl)Cl. (6) The reactants are [Cl:1][C:2]1[CH:7]=[C:6]([S:8]C#N)[CH:5]=[C:4]([Cl:11])[C:3]=1[O:12][C:13](=[O:15])[CH3:14].C[S-].[Na+]. The catalyst is CO. The product is [Cl:1][C:2]1[CH:7]=[C:6]([SH:8])[CH:5]=[C:4]([Cl:11])[C:3]=1[O:12][C:13](=[O:15])[CH3:14]. The yield is 0.790. (7) The reactants are [NH:1]1[CH2:5][CH2:4][C@H:3]([OH:6])[CH2:2]1.[C:7]1([CH3:17])[CH:12]=[CH:11][C:10]([S:13](Cl)(=[O:15])=[O:14])=[CH:9][CH:8]=1.[OH-:18].[Na+].[OH2:20]. The catalyst is C1(C)C=CC=CC=1.[Br-].C([N+](CCCC)(CCCC)CCCC)CCC. The product is [S:13]([N:1]1[CH2:5][CH2:4][C@H:3]([O:6][S:13]([C:10]2[CH:11]=[CH:12][C:7]([CH3:17])=[CH:8][CH:9]=2)(=[O:20])=[O:18])[CH2:2]1)([C:10]1[CH:11]=[CH:12][C:7]([CH3:17])=[CH:8][CH:9]=1)(=[O:15])=[O:14]. The yield is 0.940. (8) The reactants are [Br:1][C:2]1[CH:7]=[CH:6][C:5]([CH:8]2[CH2:11][C:10](=[O:12])[C:9]2(Cl)Cl)=[C:4]([O:15][CH3:16])[CH:3]=1.[Cl-].[NH4+]. The catalyst is [Zn]. The product is [Br:1][C:2]1[CH:7]=[CH:6][C:5]([CH:8]2[CH2:9][C:10](=[O:12])[CH2:11]2)=[C:4]([O:15][CH3:16])[CH:3]=1. The yield is 0.850. (9) The catalyst is CN.O1CCCC1. The product is [CH3:16][NH:15][S:2]([C:5]1[CH:6]=[C:7]2[C:11](=[CH:12][CH:13]=1)[NH:10][C:9](=[O:14])[CH2:8]2)(=[O:4])=[O:3]. The yield is 0.880. The reactants are Cl[S:2]([C:5]1[CH:6]=[C:7]2[C:11](=[CH:12][CH:13]=1)[NH:10][C:9](=[O:14])[CH2:8]2)(=[O:4])=[O:3].[NH:15]1C2C(=CC=CC=2)C[C:16]1=O. (10) The reactants are [CH3:1][O:2][C:3]1[N:8]=[CH:7][C:6]([CH2:9][NH:10][C:11]2[C:12]3[CH2:20][NH:19][CH2:18][CH2:17][C:13]=3[N:14]=[CH:15][N:16]=2)=[CH:5][CH:4]=1.[Cl:21][C:22]1[CH:23]=[CH:24][C:25](F)=[C:26]([CH:29]=1)[C:27]#[N:28].C(N(CC)C(C)C)(C)C.C([O-])(O)=O.[Na+]. The catalyst is CCOC(C)=O.C(#N)C. The product is [Cl:21][C:22]1[CH:23]=[CH:24][C:25]([N:19]2[CH2:18][CH2:17][C:13]3[N:14]=[CH:15][N:16]=[C:11]([NH:10][CH2:9][C:6]4[CH:7]=[N:8][C:3]([O:2][CH3:1])=[CH:4][CH:5]=4)[C:12]=3[CH2:20]2)=[C:26]([CH:29]=1)[C:27]#[N:28]. The yield is 0.440.